From a dataset of Catalyst prediction with 721,799 reactions and 888 catalyst types from USPTO. Predict which catalyst facilitates the given reaction. (1) Reactant: [F:1][C:2]1([F:40])[C@@H:7]([O:8][C:9]2[CH:16]=[CH:15][C:14]([C:17]3[N:22]=[C:21]([NH:23][C:24]4[CH:29]=[CH:28][C:27]([N:30]5[CH2:35][CH2:34][N:33]([CH:36]6[CH2:39][O:38][CH2:37]6)[CH2:32][CH2:31]5)=[CH:26][CH:25]=4)[N:20]=[CH:19][N:18]=3)=[CH:13][C:10]=2[C:11]#[N:12])[CH2:6][CH2:5][NH:4][CH2:3]1.CN(C(ON1N=NC2C=CC=NC1=2)=[N+](C)C)C.F[P-](F)(F)(F)(F)F.CCN(C(C)C)C(C)C.[O:74]=[C:75]1[NH:79][C@H:78]([C:80](O)=[O:81])[CH2:77][O:76]1. Product: [F:40][C:2]1([F:1])[C@@H:7]([O:8][C:9]2[CH:16]=[CH:15][C:14]([C:17]3[N:22]=[C:21]([NH:23][C:24]4[CH:29]=[CH:28][C:27]([N:30]5[CH2:35][CH2:34][N:33]([CH:36]6[CH2:37][O:38][CH2:39]6)[CH2:32][CH2:31]5)=[CH:26][CH:25]=4)[N:20]=[CH:19][N:18]=3)=[CH:13][C:10]=2[C:11]#[N:12])[CH2:6][CH2:5][N:4]([C:80]([C@@H:78]2[CH2:77][O:76][C:75](=[O:74])[NH:79]2)=[O:81])[CH2:3]1. The catalyst class is: 18. (2) Reactant: [C:1]([NH:5][CH2:6][CH:7]([OH:27])[CH2:8][CH2:9][N:10]1[C:14]2[CH:15]=[CH:16][CH:17]=[CH:18][C:13]=2[N:12]([C:19]2[CH:24]=[CH:23][CH:22]=[CH:21][CH:20]=2)[S:11]1(=[O:26])=[O:25])([CH3:4])([CH3:3])[CH3:2].[C:28](O[C:28]([O:30][C:31]([CH3:34])([CH3:33])[CH3:32])=[O:29])([O:30][C:31]([CH3:34])([CH3:33])[CH3:32])=[O:29]. Product: [C:1]([NH:5][CH2:6][CH:7]([OH:27])[CH2:8][CH2:9][N:10]1[C:14]2[CH:15]=[CH:16][CH:17]=[CH:18][C:13]=2[N:12]([C:19]2[CH:20]=[CH:21][CH:22]=[CH:23][CH:24]=2)[S:11]1(=[O:26])=[O:25])([CH3:4])([CH3:2])[CH3:3].[C:31]([O:30][C:28](=[O:29])[NH2:5])([CH3:34])([CH3:33])[CH3:32]. The catalyst class is: 4. (3) Reactant: [C:1]([NH:4][CH:5]([C:11](=[O:24])[CH2:12][NH:13][C:14]([O:16][CH2:17][C:18]1[CH:23]=[CH:22][CH:21]=[CH:20][CH:19]=1)=[O:15])[C:6]([O:8][CH2:9][CH3:10])=[O:7])(=O)[CH3:2].S(Cl)(Cl)=O. Product: [CH2:17]([O:16][C:14]([NH:13][CH2:12][C:11]1[O:24][C:1]([CH3:2])=[N:4][C:5]=1[C:6]([O:8][CH2:9][CH3:10])=[O:7])=[O:15])[C:18]1[CH:19]=[CH:20][CH:21]=[CH:22][CH:23]=1. The catalyst class is: 11.